From a dataset of Full USPTO retrosynthesis dataset with 1.9M reactions from patents (1976-2016). Predict the reactants needed to synthesize the given product. (1) Given the product [C:48]1([CH:17]2[CH:18]([CH2:21][CH2:22][S:23]([C:26]3[CH:27]=[CH:28][C:29]([S:32]([CH3:35])(=[O:33])=[O:34])=[CH:30][CH:31]=3)(=[O:25])=[O:24])[CH2:19][CH2:20][N:15]([CH2:14][CH2:13][CH2:12][NH:11][C:6](=[O:7])[C:5]3[CH:9]=[CH:10][C:2]([Cl:1])=[CH:3][CH:4]=3)[CH2:16]2)[CH:47]=[CH:4][CH:3]=[CH:2][CH:10]=1, predict the reactants needed to synthesize it. The reactants are: [Cl:1][C:2]1[CH:10]=[CH:9][C:5]([C:6](Cl)=[O:7])=[CH:4][CH:3]=1.[NH2:11][CH:12](C1C=CC=CC=1)[CH2:13][CH2:14][N:15]1[CH2:20][CH2:19][CH:18]([CH2:21][CH2:22][S:23]([C:26]2[CH:31]=[CH:30][C:29]([S:32]([CH3:35])(=[O:34])=[O:33])=[CH:28][CH:27]=2)(=[O:25])=[O:24])[CH2:17][CH2:16]1.C(N([CH2:47][CH3:48])CC)C. (2) Given the product [Cl:1][C:2]1[CH:18]=[CH:17][C:5]2[CH2:6][CH2:7][N:8]([C:11](=[O:16])[C:12]([F:13])([F:14])[F:15])[CH2:9][CH2:10][C:4]=2[C:3]=1[CH:19]=[CH:20][CH2:21][CH2:22][CH2:23][NH:24][C:25]([CH:27]1[CH2:28][CH2:29][CH2:30][CH2:31]1)=[O:26], predict the reactants needed to synthesize it. The reactants are: [Cl:1][C:2]1[CH:18]=[CH:17][C:5]2[CH2:6][CH2:7][N:8]([C:11](=[O:16])[C:12]([F:15])([F:14])[F:13])[CH2:9][CH2:10][C:4]=2[C:3]=1[C:19]#[C:20][CH2:21][CH2:22][CH2:23][NH:24][C:25]([CH:27]1[CH2:31][CH2:30][CH2:29][CH2:28]1)=[O:26].[H][H]. (3) The reactants are: [CH:1]1([N:7]([CH3:17])[C:8]2[N:13]=[CH:12][N:11]=[C:10]([C:14]([OH:16])=O)[CH:9]=2)[CH2:6][CH2:5][CH2:4][CH2:3][CH2:2]1.[NH2:18][C:19]1[CH:24]=[CH:23][C:22]([S:25]([NH:28][CH2:29][CH2:30][O:31][CH3:32])(=[O:27])=[O:26])=[CH:21][CH:20]=1. Given the product [CH:1]1([N:7]([CH3:17])[C:8]2[N:13]=[CH:12][N:11]=[C:10]([C:14]([NH:18][C:19]3[CH:24]=[CH:23][C:22]([S:25]([NH:28][CH2:29][CH2:30][O:31][CH3:32])(=[O:27])=[O:26])=[CH:21][CH:20]=3)=[O:16])[CH:9]=2)[CH2:2][CH2:3][CH2:4][CH2:5][CH2:6]1, predict the reactants needed to synthesize it. (4) Given the product [C:1]1([C:7]2[O:11][N:10]=[C:9]([C:12]([NH:14][CH2:15][CH2:16][C:17]([OH:19])=[O:18])=[O:13])[CH:8]=2)[CH:2]=[CH:3][CH:4]=[CH:5][CH:6]=1, predict the reactants needed to synthesize it. The reactants are: [C:1]1([C:7]2[O:11][N:10]=[C:9]([C:12]([NH:14][CH2:15][CH2:16][C:17]([O:19]C)=[O:18])=[O:13])[CH:8]=2)[CH:6]=[CH:5][CH:4]=[CH:3][CH:2]=1.[OH-].[Li+].